This data is from Forward reaction prediction with 1.9M reactions from USPTO patents (1976-2016). The task is: Predict the product of the given reaction. Given the reactants [CH:1]1[C:10]2[C:5](=[C:6]([NH:11][CH:12]3[CH2:16][CH2:15][N:14]([C:17]([O:19][C:20]([CH3:23])([CH3:22])[CH3:21])=[O:18])[CH2:13]3)[CH:7]=[CH:8][CH:9]=2)[CH:4]=[CH:3][N:2]=1.[C:24]([C@:32]([C:47]([OH:49])=[O:48])([OH:46])[C@:33]([C:38](=[O:45])[C:39]1[CH:44]=[CH:43][CH:42]=[CH:41][CH:40]=1)([OH:37])[C:34]([OH:36])=[O:35])(=[O:31])[C:25]1[CH:30]=[CH:29][CH:28]=[CH:27][CH:26]=1, predict the reaction product. The product is: [C:38]([C@:33]([C:34]([OH:36])=[O:35])([OH:37])[C@:32]([C:24](=[O:31])[C:25]1[CH:30]=[CH:29][CH:28]=[CH:27][CH:26]=1)([OH:46])[C:47]([OH:49])=[O:48])(=[O:45])[C:39]1[CH:44]=[CH:43][CH:42]=[CH:41][CH:40]=1.[CH:1]1[C:10]2[C:5](=[C:6]([NH:11][C@@H:12]3[CH2:16][CH2:15][N:14]([C:17]([O:19][C:20]([CH3:23])([CH3:22])[CH3:21])=[O:18])[CH2:13]3)[CH:7]=[CH:8][CH:9]=2)[CH:4]=[CH:3][N:2]=1.